Dataset: NCI-60 drug combinations with 297,098 pairs across 59 cell lines. Task: Regression. Given two drug SMILES strings and cell line genomic features, predict the synergy score measuring deviation from expected non-interaction effect. (1) Drug 1: CC1=C2C(C(=O)C3(C(CC4C(C3C(C(C2(C)C)(CC1OC(=O)C(C(C5=CC=CC=C5)NC(=O)OC(C)(C)C)O)O)OC(=O)C6=CC=CC=C6)(CO4)OC(=O)C)OC)C)OC. Drug 2: C1=CC=C(C(=C1)C(C2=CC=C(C=C2)Cl)C(Cl)Cl)Cl. Cell line: OVCAR-4. Synergy scores: CSS=28.7, Synergy_ZIP=-3.76, Synergy_Bliss=-2.83, Synergy_Loewe=-53.6, Synergy_HSA=-1.79. (2) Drug 1: C1=CC=C(C=C1)NC(=O)CCCCCCC(=O)NO. Drug 2: C1CNP(=O)(OC1)N(CCCl)CCCl. Cell line: SK-MEL-28. Synergy scores: CSS=8.59, Synergy_ZIP=-2.82, Synergy_Bliss=-2.78, Synergy_Loewe=-11.4, Synergy_HSA=-5.34. (3) Drug 1: C1=CN(C(=O)N=C1N)C2C(C(C(O2)CO)O)O.Cl. Drug 2: CS(=O)(=O)CCNCC1=CC=C(O1)C2=CC3=C(C=C2)N=CN=C3NC4=CC(=C(C=C4)OCC5=CC(=CC=C5)F)Cl. Cell line: DU-145. Synergy scores: CSS=23.6, Synergy_ZIP=-3.52, Synergy_Bliss=0.543, Synergy_Loewe=-4.72, Synergy_HSA=0.600. (4) Synergy scores: CSS=5.68, Synergy_ZIP=-0.882, Synergy_Bliss=2.79, Synergy_Loewe=2.85, Synergy_HSA=2.35. Drug 1: CCN(CC)CCNC(=O)C1=C(NC(=C1C)C=C2C3=C(C=CC(=C3)F)NC2=O)C. Cell line: UACC62. Drug 2: C1C(C(OC1N2C=NC(=NC2=O)N)CO)O. (5) Drug 1: CC1=C2C(C(=O)C3(C(CC4C(C3C(C(C2(C)C)(CC1OC(=O)C(C(C5=CC=CC=C5)NC(=O)OC(C)(C)C)O)O)OC(=O)C6=CC=CC=C6)(CO4)OC(=O)C)OC)C)OC. Drug 2: C1CN(CCN1C(=O)CCBr)C(=O)CCBr. Cell line: HCT116. Synergy scores: CSS=58.3, Synergy_ZIP=-3.83, Synergy_Bliss=-6.74, Synergy_Loewe=-18.7, Synergy_HSA=-3.42. (6) Drug 1: C1CN1C2=NC(=NC(=N2)N3CC3)N4CC4. Drug 2: CC12CCC3C(C1CCC2O)C(CC4=C3C=CC(=C4)O)CCCCCCCCCS(=O)CCCC(C(F)(F)F)(F)F. Cell line: HOP-62. Synergy scores: CSS=14.1, Synergy_ZIP=-2.71, Synergy_Bliss=-5.61, Synergy_Loewe=-19.8, Synergy_HSA=-5.41. (7) Cell line: PC-3. Synergy scores: CSS=2.64, Synergy_ZIP=-3.68, Synergy_Bliss=-4.43, Synergy_Loewe=-4.17, Synergy_HSA=-3.88. Drug 2: CC1=C(N=C(N=C1N)C(CC(=O)N)NCC(C(=O)N)N)C(=O)NC(C(C2=CN=CN2)OC3C(C(C(C(O3)CO)O)O)OC4C(C(C(C(O4)CO)O)OC(=O)N)O)C(=O)NC(C)C(C(C)C(=O)NC(C(C)O)C(=O)NCCC5=NC(=CS5)C6=NC(=CS6)C(=O)NCCC[S+](C)C)O. Drug 1: CC(C1=C(C=CC(=C1Cl)F)Cl)OC2=C(N=CC(=C2)C3=CN(N=C3)C4CCNCC4)N. (8) Drug 1: CC(C1=C(C=CC(=C1Cl)F)Cl)OC2=C(N=CC(=C2)C3=CN(N=C3)C4CCNCC4)N. Drug 2: CCC1(C2=C(COC1=O)C(=O)N3CC4=CC5=C(C=CC(=C5CN(C)C)O)N=C4C3=C2)O.Cl. Cell line: HCT116. Synergy scores: CSS=40.2, Synergy_ZIP=-8.39, Synergy_Bliss=-5.37, Synergy_Loewe=-9.58, Synergy_HSA=-4.31.